From a dataset of Forward reaction prediction with 1.9M reactions from USPTO patents (1976-2016). Predict the product of the given reaction. Given the reactants Br[C:2]1[N:3]=[C:4]2[C:10]3[CH:11]=[CH:12][CH:13]=[CH:14][C:9]=3[NH:8][C:7]3[N:15]=[CH:16][CH:17]=[CH:18][C:6]=3[N:5]2[C:19]=1[C:20]1[CH:25]=[CH:24][C:23]([C:26]2([NH:30]C(=O)OC(C)(C)C)[CH2:29][CH2:28][CH2:27]2)=[CH:22][CH:21]=1.C(OC([N:45]([C:53]1[N:58]=[CH:57][C:56](B2OC(C)(C)C(C)(C)O2)=[CH:55][N:54]=1)C(OC(C)(C)C)=O)=O)(C)(C)C.[O-]P([O-])([O-])=O.[K+].[K+].[K+], predict the reaction product. The product is: [NH2:30][C:26]1([C:23]2[CH:22]=[CH:21][C:20]([C:19]3[N:5]4[C:6]5[CH:18]=[CH:17][CH:16]=[N:15][C:7]=5[NH:8][C:9]5[CH:14]=[CH:13][CH:12]=[CH:11][C:10]=5[C:4]4=[N:3][C:2]=3[C:56]3[CH:57]=[N:58][C:53]([NH2:45])=[N:54][CH:55]=3)=[CH:25][CH:24]=2)[CH2:29][CH2:28][CH2:27]1.